From a dataset of Reaction yield outcomes from USPTO patents with 853,638 reactions. Predict the reaction yield, written as a fraction of the theoretical maximum amount of product (1.0 means a 100% yield; for example, 0.34 means a 34% yield). (1) The reactants are [CH2:1]([P:3]([CH2:6][CH:7]([CH3:10])[CH2:8][OH:9])(=[O:5])[OH:4])[CH3:2].[CH2:11](O)[CH2:12][CH2:13][CH2:14][OH:15]. The catalyst is C1(C)C=CC=CC=1. The product is [CH2:1]([P:3]([CH2:6][CH:7]([CH3:10])[CH2:8][OH:9])(=[O:4])[O:5][CH2:11][CH2:12][CH2:13][CH2:14][OH:15])[CH3:2]. The yield is 0.780. (2) The reactants are [NH2:1][C:2]1[N:3]=[C:4]([OH:19])[C:5]2[CH2:11][CH2:10][N:9]([C:12]([O:14][C:15]([CH3:18])([CH3:17])[CH3:16])=[O:13])[CH2:8][C:6]=2[N:7]=1.CCN(C(C)C)C(C)C.[CH3:29][C:30]([CH3:41])([CH3:40])[C:31](O[C:31](=[O:32])[C:30]([CH3:41])([CH3:40])[CH3:29])=[O:32]. The yield is 1.00. The product is [CH3:29][C:30]([CH3:41])([CH3:40])[C:31]([NH:1][C:2]1[N:3]=[C:4]([OH:19])[C:5]2[CH2:11][CH2:10][N:9]([C:12]([O:14][C:15]([CH3:16])([CH3:18])[CH3:17])=[O:13])[CH2:8][C:6]=2[N:7]=1)=[O:32]. The catalyst is CN(C1C=CN=CC=1)C.CN(C=O)C. (3) The reactants are [CH2:1]([O:3][C:4]1[CH:9]=[CH:8][C:7]([CH2:10][C:11]([OH:13])=O)=[CH:6][CH:5]=1)[CH3:2].S(Cl)([Cl:16])=O. The catalyst is C1C=CC=CC=1. The product is [CH2:1]([O:3][C:4]1[CH:9]=[CH:8][C:7]([CH2:10][C:11]([Cl:16])=[O:13])=[CH:6][CH:5]=1)[CH3:2]. The yield is 0.940. (4) The reactants are [C:1]([NH:5][C:6]1[CH:45]=[CH:44][C:9]([CH2:10][NH:11][C:12]([CH:14]2[CH2:19][CH:18]([NH:20][C:21]3[N:26]=[C:25]([C:27]4[C:35]5[C:30](=[CH:31][CH:32]=[CH:33][CH:34]=5)[NH:29][CH:28]=4)[C:24]([Cl:36])=[CH:23][N:22]=3)[CH2:17][N:16](C(OC(C)(C)C)=O)[CH2:15]2)=[O:13])=[CH:8][CH:7]=1)(=[O:4])[CH:2]=[CH2:3]. The catalyst is C(O)(C(F)(F)F)=O.C(Cl)Cl. The product is [C:1]([NH:5][C:6]1[CH:7]=[CH:8][C:9]([CH2:10][NH:11][C:12]([CH:14]2[CH2:19][CH:18]([NH:20][C:21]3[N:26]=[C:25]([C:27]4[C:35]5[C:30](=[CH:31][CH:32]=[CH:33][CH:34]=5)[NH:29][CH:28]=4)[C:24]([Cl:36])=[CH:23][N:22]=3)[CH2:17][NH:16][CH2:15]2)=[O:13])=[CH:44][CH:45]=1)(=[O:4])[CH:2]=[CH2:3]. The yield is 0.982. (5) The reactants are [O:1]=[S:2]1(=[O:30])[CH2:7][CH2:6][N:5]([C:8]([C:10]2[NH:11][C:12]3[C:17]([CH:18]=2)=[CH:16][C:15]([C:19]([N:21]2[CH2:26][CH2:25][N:24]([CH:27]([CH3:29])[CH3:28])[CH2:23][CH2:22]2)=[O:20])=[CH:14][CH:13]=3)=[O:9])[CH2:4][CH2:3]1.[C:31]([C:33]1[CH:34]=[C:35](B(O)O)[CH:36]=[CH:37][CH:38]=1)#[N:32].N1C=CC=CC=1. The catalyst is ClCCl.C([O-])(=O)C.[Cu+2].C([O-])(=O)C. The product is [O:30]=[S:2]1(=[O:1])[CH2:7][CH2:6][N:5]([C:8]([C:10]2[N:11]([C:37]3[CH:38]=[C:33]([CH:34]=[CH:35][CH:36]=3)[C:31]#[N:32])[C:12]3[C:17]([CH:18]=2)=[CH:16][C:15]([C:19]([N:21]2[CH2:22][CH2:23][N:24]([CH:27]([CH3:28])[CH3:29])[CH2:25][CH2:26]2)=[O:20])=[CH:14][CH:13]=3)=[O:9])[CH2:4][CH2:3]1. The yield is 0.160. (6) The reactants are [CH3:1][O:2][C:3]1[CH:8]=[CH:7][C:6]([N:9]2[C:13]([C:14]3[CH:19]=[CH:18][C:17]([CH3:20])=[CH:16][CH:15]=3)=[CH:12][C:11]([C:21]3([OH:31])[CH2:30][CH2:29][C:24]4(OCC[O:25]4)[CH2:23][CH2:22]3)=[N:10]2)=[CH:5][CH:4]=1.[OH-].[Na+]. The catalyst is O1CCCC1.Cl. The product is [OH:31][C:21]1([C:11]2[CH:12]=[C:13]([C:14]3[CH:19]=[CH:18][C:17]([CH3:20])=[CH:16][CH:15]=3)[N:9]([C:6]3[CH:5]=[CH:4][C:3]([O:2][CH3:1])=[CH:8][CH:7]=3)[N:10]=2)[CH2:22][CH2:23][C:24](=[O:25])[CH2:29][CH2:30]1. The yield is 0.800.